This data is from Reaction yield outcomes from USPTO patents with 853,638 reactions. The task is: Predict the reaction yield, written as a fraction of the theoretical maximum amount of product (1.0 means a 100% yield; for example, 0.34 means a 34% yield). The catalyst is C1COCC1.O. The product is [F:34][CH:2]([F:1])[C:3]1[N:7]([C:8]2[N:13]=[C:12]([N:14]([CH3:21])[CH:15]3[CH2:20][CH2:19][N:18]([S:43]([CH3:42])(=[O:45])=[O:44])[CH2:17][CH2:16]3)[CH:11]=[C:10]([N:22]3[CH2:27][CH2:26][O:25][CH2:24][CH2:23]3)[N:9]=2)[C:6]2[CH:28]=[CH:29][CH:30]=[C:31]([O:32][CH3:33])[C:5]=2[N:4]=1. The yield is 0.890. The reactants are [F:1][CH:2]([F:34])[C:3]1[N:7]([C:8]2[N:13]=[C:12]([N:14]([CH3:21])[CH:15]3[CH2:20][CH2:19][NH:18][CH2:17][CH2:16]3)[CH:11]=[C:10]([N:22]3[CH2:27][CH2:26][O:25][CH2:24][CH2:23]3)[N:9]=2)[C:6]2[CH:28]=[CH:29][CH:30]=[C:31]([O:32][CH3:33])[C:5]=2[N:4]=1.CCN(CC)CC.[CH3:42][S:43](Cl)(=[O:45])=[O:44].